Dataset: Catalyst prediction with 721,799 reactions and 888 catalyst types from USPTO. Task: Predict which catalyst facilitates the given reaction. (1) The catalyst class is: 11. Product: [Br:6][C:7]1[CH:8]=[CH:9][C:10]([C:13]#[N:15])=[N:11][CH:12]=1. Reactant: P(Cl)(Cl)(Cl)=O.[Br:6][C:7]1[CH:8]=[CH:9][C:10]([C:13]([NH2:15])=O)=[N:11][CH:12]=1.[OH-].[Na+]. (2) Reactant: [Cl:1][C:2]1[S:6][C:5]([C:7]([NH:9][CH2:10][C@H:11]([OH:27])[CH2:12][NH:13][C:14]2[CH:19]=[CH:18][C:17]([N:20]3[CH2:25][CH2:24][O:23][CH2:22][C:21]3=[O:26])=[CH:16][CH:15]=2)=[O:8])=[CH:4][CH:3]=1.C(N(CC)C(C)C)(C)C.[S:37](Cl)(Cl)=[O:38]. Product: [Cl:1][C:2]1[S:6][C:5]([C:7]([NH:9][CH2:10][C@@H:11]2[O:27][S:37](=[O:38])[N:13]([C:14]3[CH:15]=[CH:16][C:17]([N:20]4[CH2:25][CH2:24][O:23][CH2:22][C:21]4=[O:26])=[CH:18][CH:19]=3)[CH2:12]2)=[O:8])=[CH:4][CH:3]=1. The catalyst class is: 1. (3) Reactant: [C:1]([O:5][C:6]([N:8]1[CH2:11][C:10]([CH3:33])([N:12]2[C:28]3[C:15](=[CH:16][C:17]4[O:18][CH2:19][C:20]5[N:25]([C:26]=4[CH:27]=3)[C@H:24]([CH3:29])[C:23](=[O:30])[NH:22][N:21]=5)[C:14]([CH:31]=[CH2:32])=[CH:13]2)[CH2:9]1)=[O:7])([CH3:4])([CH3:3])[CH3:2]. Product: [C:1]([O:5][C:6]([N:8]1[CH2:11][C:10]([N:12]2[C:28]3[C:15](=[CH:16][C:17]4[O:18][CH2:19][C:20]5[N:25]([C:26]=4[CH:27]=3)[C@H:24]([CH3:29])[C:23](=[O:30])[NH:22][N:21]=5)[C:14]([CH2:31][CH3:32])=[CH:13]2)([CH3:33])[CH2:9]1)=[O:7])([CH3:4])([CH3:2])[CH3:3]. The catalyst class is: 19. (4) Reactant: [Cl:1][C:2]1[CH:7]=[C:6]([F:8])[CH:5]=[CH:4][C:3]=1[N:9]1[C:17](=[O:18])[C:16]2[C@@H:15]3[C:19]([CH3:21])([CH3:20])[C@@:12]([CH3:22])([CH2:13][CH2:14]3)[C:11]=2[NH:10]1.I[CH2:24][CH3:25]. Product: [Cl:1][C:2]1[CH:7]=[C:6]([F:8])[CH:5]=[CH:4][C:3]=1[N:9]1[C:17](=[O:18])[C:16]2[C@@H:15]3[C:19]([CH3:21])([CH3:20])[C@@:12]([CH3:22])([CH2:13][CH2:14]3)[C:11]=2[N:10]1[CH2:24][CH3:25]. The catalyst class is: 9. (5) Reactant: Cl[C:2]1[CH:7]=[CH:6][N:5]=[C:4]([N:8]2[C:20](=[O:21])[C:19]3[S:18][C:17]4[CH2:16][CH2:15][CH2:14][CH2:13][C:12]=4[C:11]=3[CH:10]=[N:9]2)[C:3]=1[CH:22]=[O:23].[CH3:24][N:25]1[CH:30]=[C:29](B2OC(C)(C)C(C)(C)O2)[CH:28]=[C:27]([NH:40][C:41]2[CH:46]=[CH:45][N:44]=[CH:43][N:42]=2)[C:26]1=[O:47].C([O-])(=O)C.[Na+].[O-]P([O-])([O-])=O.[K+].[K+].[K+]. Product: [CH3:24][N:25]1[C:26](=[O:47])[C:27]([NH:40][C:41]2[CH:46]=[CH:45][N:44]=[CH:43][N:42]=2)=[CH:28][C:29]([C:2]2[CH:7]=[CH:6][N:5]=[C:4]([N:8]3[C:20](=[O:21])[C:19]4[S:18][C:17]5[CH2:16][CH2:15][CH2:14][CH2:13][C:12]=5[C:11]=4[CH:10]=[N:9]3)[C:3]=2[CH:22]=[O:23])=[CH:30]1. The catalyst class is: 543. (6) Reactant: [OH:1][C:2]1[N:6]([CH3:7])[N:5]=[C:4]([C:8]([F:11])([F:10])[F:9])[C:3]=1[CH:12]=[O:13].Cl.Cl[CH2:16][C:17]1[C:18]([C:23]2[N:27]([CH2:28][C:29]([F:32])([F:31])[F:30])[N:26]=[CH:25][CH:24]=2)=[N:19][CH:20]=[CH:21][CH:22]=1.C(=O)([O-])[O-].[K+].[K+].O. Product: [CH3:7][N:6]1[C:2]([O:1][CH2:16][C:17]2[C:18]([C:23]3[N:27]([CH2:28][C:29]([F:32])([F:30])[F:31])[N:26]=[CH:25][CH:24]=3)=[N:19][CH:20]=[CH:21][CH:22]=2)=[C:3]([CH:12]=[O:13])[C:4]([C:8]([F:11])([F:10])[F:9])=[N:5]1. The catalyst class is: 39. (7) Reactant: [C:1]([O:5][CH2:6][CH:7]([CH3:9])[CH3:8])(=[O:4])[CH:2]=[CH2:3].[C:10]([O:14][C:15]([CH3:18])([CH3:17])[CH3:16])(=[O:13])[CH:11]=[CH2:12].[C:19]([OH:23])(=[O:22])[CH:20]=[CH2:21].C(C(CCCC)C(OOC(C)(C)CCC(OOC(=O)C(CC)CCCC)(C)C)=O)C. Product: [C:1]([O:5][CH2:6][CH:7]([CH3:9])[CH3:8])(=[O:4])[CH:2]=[CH2:3].[C:10]([O:14][C:15]([CH3:18])([CH3:17])[CH3:16])(=[O:13])[CH:11]=[CH2:12].[C:19]([OH:23])(=[O:22])[CH:20]=[CH2:21]. The catalyst class is: 8.